Task: Regression. Given a peptide amino acid sequence and an MHC pseudo amino acid sequence, predict their binding affinity value. This is MHC class I binding data.. Dataset: Peptide-MHC class I binding affinity with 185,985 pairs from IEDB/IMGT (1) The peptide sequence is KQNPDIVIY. The MHC is HLA-B44:02 with pseudo-sequence HLA-B44:02. The binding affinity (normalized) is 0.108. (2) The peptide sequence is TAYCPLQHW. The MHC is HLA-B27:05 with pseudo-sequence HLA-B27:05. The binding affinity (normalized) is 0.213. (3) The peptide sequence is FVETLARSI. The MHC is HLA-A68:02 with pseudo-sequence HLA-A68:02. The binding affinity (normalized) is 0.134. (4) The peptide sequence is VYQFKSVE. The MHC is H-2-Db with pseudo-sequence H-2-Db. The binding affinity (normalized) is 0.